Dataset: CYP2C19 inhibition data for predicting drug metabolism from PubChem BioAssay. Task: Regression/Classification. Given a drug SMILES string, predict its absorption, distribution, metabolism, or excretion properties. Task type varies by dataset: regression for continuous measurements (e.g., permeability, clearance, half-life) or binary classification for categorical outcomes (e.g., BBB penetration, CYP inhibition). Dataset: cyp2c19_veith. (1) The drug is CCOCCCNC(=O)CCS(=O)(=O)Cc1ccc(C)cc1. The result is 0 (non-inhibitor). (2) The molecule is CCn1c(N)c(C(=O)NCc2cccnc2)sc1=S. The result is 1 (inhibitor). (3) The compound is C=CCN1C(=O)CN=C1Nc1ccccc1. The result is 0 (non-inhibitor).